Dataset: Peptide-MHC class I binding affinity with 185,985 pairs from IEDB/IMGT. Task: Regression. Given a peptide amino acid sequence and an MHC pseudo amino acid sequence, predict their binding affinity value. This is MHC class I binding data. (1) The MHC is HLA-B44:03 with pseudo-sequence HLA-B44:03. The peptide sequence is AQIMEVTARW. The binding affinity (normalized) is 0.570. (2) The binding affinity (normalized) is 0.0271. The MHC is HLA-A31:01 with pseudo-sequence HLA-A31:01. The peptide sequence is PIQKETWDTW. (3) The peptide sequence is WTTYMDTFFR. The MHC is HLA-A33:01 with pseudo-sequence HLA-A33:01. The binding affinity (normalized) is 0.471. (4) The peptide sequence is RAIMATIQR. The MHC is HLA-A03:01 with pseudo-sequence HLA-A03:01. The binding affinity (normalized) is 0.269. (5) The peptide sequence is MWPLLLLLLA. The MHC is Patr-A0901 with pseudo-sequence Patr-A0901. The binding affinity (normalized) is 0.483. (6) The peptide sequence is TRTSPNIPK. The MHC is HLA-B18:01 with pseudo-sequence HLA-B18:01. The binding affinity (normalized) is 0.0847.